Dataset: Peptide-MHC class II binding affinity with 134,281 pairs from IEDB. Task: Regression. Given a peptide amino acid sequence and an MHC pseudo amino acid sequence, predict their binding affinity value. This is MHC class II binding data. (1) The peptide sequence is EEREVLMWKFDSALARKH. The MHC is DRB4_0101 with pseudo-sequence DRB4_0103. The binding affinity (normalized) is 0.855. (2) The MHC is DRB1_1101 with pseudo-sequence DRB1_1101. The binding affinity (normalized) is 0.595. The peptide sequence is GELQIVDKIDAAFKG. (3) The peptide sequence is MSGPMQQLTQPLQQV. The MHC is HLA-DQA10401-DQB10402 with pseudo-sequence HLA-DQA10401-DQB10402. The binding affinity (normalized) is 0.247. (4) The peptide sequence is LIDDVLAILPLDDLK. The MHC is HLA-DPA10201-DPB10101 with pseudo-sequence HLA-DPA10201-DPB10101. The binding affinity (normalized) is 0.597. (5) The peptide sequence is LKDKSDESLDIQKCG. The MHC is DRB1_0101 with pseudo-sequence DRB1_0101. The binding affinity (normalized) is 0.486.